Dataset: Full USPTO retrosynthesis dataset with 1.9M reactions from patents (1976-2016). Task: Predict the reactants needed to synthesize the given product. Given the product [CH:36]([S:33]([C:30]1[CH:31]=[CH:32][C:27]([CH2:26][NH:25][C:23]([C:7]2[C:8](=[O:22])[N:9]([C:12]3[CH:17]=[CH:16][CH:15]=[C:14]([C:18]([F:21])([F:20])[F:19])[CH:13]=3)[C:10]([CH3:11])=[C:5]([O:4][CH2:3][CH2:2][N:39]3[CH2:44][CH2:43][O:42][CH2:41][CH2:40]3)[CH:6]=2)=[O:24])=[CH:28][CH:29]=1)(=[O:35])=[O:34])([CH3:38])[CH3:37], predict the reactants needed to synthesize it. The reactants are: Br[CH2:2][CH2:3][O:4][C:5]1[CH:6]=[C:7]([C:23]([NH:25][CH2:26][C:27]2[CH:32]=[CH:31][C:30]([S:33]([CH:36]([CH3:38])[CH3:37])(=[O:35])=[O:34])=[CH:29][CH:28]=2)=[O:24])[C:8](=[O:22])[N:9]([C:12]2[CH:17]=[CH:16][CH:15]=[C:14]([C:18]([F:21])([F:20])[F:19])[CH:13]=2)[C:10]=1[CH3:11].[NH:39]1[CH2:44][CH2:43][O:42][CH2:41][CH2:40]1.